The task is: Regression. Given two drug SMILES strings and cell line genomic features, predict the synergy score measuring deviation from expected non-interaction effect.. This data is from NCI-60 drug combinations with 297,098 pairs across 59 cell lines. (1) Drug 1: C1=NC2=C(N1)C(=S)N=CN2. Drug 2: C(CCl)NC(=O)N(CCCl)N=O. Cell line: RXF 393. Synergy scores: CSS=25.9, Synergy_ZIP=-4.90, Synergy_Bliss=-3.28, Synergy_Loewe=-54.6, Synergy_HSA=-4.59. (2) Drug 1: CC1CCC2CC(C(=CC=CC=CC(CC(C(=O)C(C(C(=CC(C(=O)CC(OC(=O)C3CCCCN3C(=O)C(=O)C1(O2)O)C(C)CC4CCC(C(C4)OC)O)C)C)O)OC)C)C)C)OC. Drug 2: C1CN1C2=NC(=NC(=N2)N3CC3)N4CC4. Cell line: UACC-257. Synergy scores: CSS=12.4, Synergy_ZIP=-3.26, Synergy_Bliss=-1.87, Synergy_Loewe=-2.78, Synergy_HSA=-2.75. (3) Drug 1: C1C(C(OC1N2C=NC3=C2NC=NCC3O)CO)O. Drug 2: C(CCl)NC(=O)N(CCCl)N=O. Cell line: KM12. Synergy scores: CSS=11.7, Synergy_ZIP=-1.97, Synergy_Bliss=-1.16, Synergy_Loewe=-3.28, Synergy_HSA=-3.32. (4) Drug 1: CS(=O)(=O)CCNCC1=CC=C(O1)C2=CC3=C(C=C2)N=CN=C3NC4=CC(=C(C=C4)OCC5=CC(=CC=C5)F)Cl. Drug 2: N.N.Cl[Pt+2]Cl. Cell line: M14. Synergy scores: CSS=20.8, Synergy_ZIP=0.966, Synergy_Bliss=2.64, Synergy_Loewe=-6.04, Synergy_HSA=1.12.